From a dataset of Aqueous solubility values for 9,982 compounds from the AqSolDB database. Regression/Classification. Given a drug SMILES string, predict its absorption, distribution, metabolism, or excretion properties. Task type varies by dataset: regression for continuous measurements (e.g., permeability, clearance, half-life) or binary classification for categorical outcomes (e.g., BBB penetration, CYP inhibition). For this dataset (solubility_aqsoldb), we predict Y. (1) The molecule is NNCc1ccccc1.[Cl-].[Cl-].[H+].[H+]. The Y is -1.65 log mol/L. (2) The drug is C=CCCCC(C)C. The Y is -4.46 log mol/L. (3) The compound is CC(C)NCC(O)COc1cccc2ccccc12. The Y is -3.62 log mol/L. (4) The drug is COC(=O)c1ccc(O)c(Cl)c1. The Y is -2.87 log mol/L.